Dataset: Reaction yield outcomes from USPTO patents with 853,638 reactions. Task: Predict the reaction yield, written as a fraction of the theoretical maximum amount of product (1.0 means a 100% yield; for example, 0.34 means a 34% yield). (1) The reactants are [F:1][C:2]1[CH:8]=[CH:7][C:5]([NH2:6])=[CH:4][CH:3]=1.C(N(CC)CC)C.[CH2:16](Br)[C:17]1[CH:22]=[CH:21][CH:20]=[CH:19][CH:18]=1. The catalyst is ClCCl.C(OCC)(=O)C. The product is [CH2:16]([NH:6][C:5]1[CH:7]=[CH:8][C:2]([F:1])=[CH:3][CH:4]=1)[C:17]1[CH:22]=[CH:21][CH:20]=[CH:19][CH:18]=1. The yield is 0.460. (2) The reactants are [CH3:1][O:2][C:3]1[CH:4]=[C:5]([CH2:11][CH2:12][CH2:13][C:14](O)=[O:15])[CH:6]=[CH:7][C:8]=1[O:9][CH3:10].B.C1COCC1. The catalyst is C1COCC1. The product is [CH3:1][O:2][C:3]1[CH:4]=[C:5]([CH2:11][CH2:12][CH2:13][CH2:14][OH:15])[CH:6]=[CH:7][C:8]=1[O:9][CH3:10]. The yield is 0.990. (3) The reactants are C(N1C=CN=C1)(N1C=CN=C1)=O.[CH3:13][O:14][C:15]1[CH:20]=[CH:19][C:18]([C:21]2[N:26]=[C:25]([C:27](O)=[O:28])[C:24]([CH3:30])=[CH:23][CH:22]=2)=[C:17]([CH3:31])[C:16]=1[CH:32]1[C:45]2[C:44](=[O:46])[CH2:43][C:42]([CH3:48])([CH3:47])[CH2:41][C:40]=2[O:39][C:38]2[CH2:37][C:36]([CH3:50])([CH3:49])[CH2:35][C:34](=[O:51])[C:33]1=2.[CH3:52][S:53]([NH2:56])(=[O:55])=[O:54].N12CCCN=C1CCCCC2.C(O)(=O)CC(CC(O)=O)(C(O)=O)O. The catalyst is CN(C=O)C. The product is [CH3:13][O:14][C:15]1[CH:20]=[CH:19][C:18]([C:21]2[N:26]=[C:25]([C:27]([NH:56][S:53]([CH3:52])(=[O:55])=[O:54])=[O:28])[C:24]([CH3:30])=[CH:23][CH:22]=2)=[C:17]([CH3:31])[C:16]=1[CH:32]1[C:45]2[C:44](=[O:46])[CH2:43][C:42]([CH3:47])([CH3:48])[CH2:41][C:40]=2[O:39][C:38]2[CH2:37][C:36]([CH3:50])([CH3:49])[CH2:35][C:34](=[O:51])[C:33]1=2. The yield is 0.840. (4) The reactants are Br[C:2]1[O:6][C:5]([CH2:7][N:8]([CH2:23][C:24]([OH:26])=[O:25])[C:9]([C:11]2[O:15][C:14]([C:16]3[CH:21]=[CH:20][CH:19]=[CH:18][CH:17]=3)=[N:13][C:12]=2[CH3:22])=[O:10])=[CH:4][CH:3]=1.[F:27][C:28]1[CH:33]=[CH:32][CH:31]=[CH:30][C:29]=1B(O)O.[F-].[Cs+]. The catalyst is CO.C1(C)C=CC=CC=1.C1C=CC([P]([Pd]([P](C2C=CC=CC=2)(C2C=CC=CC=2)C2C=CC=CC=2)([P](C2C=CC=CC=2)(C2C=CC=CC=2)C2C=CC=CC=2)[P](C2C=CC=CC=2)(C2C=CC=CC=2)C2C=CC=CC=2)(C2C=CC=CC=2)C2C=CC=CC=2)=CC=1. The product is [CH3:22][C:12]1[N:13]=[C:14]([C:16]2[CH:21]=[CH:20][CH:19]=[CH:18][CH:17]=2)[O:15][C:11]=1[C:9]([N:8]([CH2:23][C:24]([OH:26])=[O:25])[CH2:7][C:5]1[O:6][C:2]([C:29]2[CH:30]=[CH:31][CH:32]=[CH:33][C:28]=2[F:27])=[CH:3][CH:4]=1)=[O:10]. The yield is 0.200.